Task: Predict which catalyst facilitates the given reaction.. Dataset: Catalyst prediction with 721,799 reactions and 888 catalyst types from USPTO (1) Reactant: [F:1][CH:2]([F:27])[C@@H:3]([C:8](=[O:26])[CH2:9][CH2:10][CH2:11][CH2:12][CH2:13][CH2:14][CH2:15]/[CH:16]=[CH:17]\[CH2:18][CH2:19][CH2:20][CH2:21][CH2:22][CH2:23][CH2:24][CH3:25])[CH2:4][P:5](=[O:7])=[O:6].Br[Si](C)(C)C.C[OH:34]. Product: [C:8]([O-:26])(=[O:34])[CH2:9][CH2:10][CH2:11][CH2:12][CH2:13][CH2:14][CH2:15][CH2:16][CH2:17][CH2:18][CH2:19][CH2:20][CH2:21][CH2:22][CH3:23].[F:27][CH:2]([F:1])[C@@H:3]([C:8](=[O:26])[CH2:9][CH2:10][CH2:11][CH2:12][CH2:13][CH2:14][CH2:15]/[CH:16]=[CH:17]\[CH2:18][CH2:19][CH2:20][CH2:21][CH2:22][CH2:23][CH2:24][CH3:25])[CH2:4][P:5](=[O:6])=[O:7]. The catalyst class is: 2. (2) Reactant: [N+:1]([C:4]1[CH:5]=[C:6]([CH:11]=[CH:12][C:13]=1[C:14]1[O:18][N:17]=[C:16]([C:19]2[CH:24]=[CH:23][C:22]([C:25]([F:28])([F:27])[F:26])=[CH:21][CH:20]=2)[N:15]=1)[C:7]([O:9]C)=[O:8])([O-:3])=[O:2].[OH-].[Na+].Cl. Product: [N+:1]([C:4]1[CH:5]=[C:6]([CH:11]=[CH:12][C:13]=1[C:14]1[O:18][N:17]=[C:16]([C:19]2[CH:24]=[CH:23][C:22]([C:25]([F:28])([F:27])[F:26])=[CH:21][CH:20]=2)[N:15]=1)[C:7]([OH:9])=[O:8])([O-:3])=[O:2]. The catalyst class is: 7. (3) The catalyst class is: 64. Product: [CH2:21]([N:2]1[CH2:3][CH2:4][C:5]2[C:10](=[CH:9][C:8]([C:11]#[N:12])=[CH:7][CH:6]=2)[CH2:1]1)[CH2:22][CH2:23][CH3:24]. Reactant: [CH2:1]1[C:10]2[C:5](=[CH:6][CH:7]=[C:8]([C:11]#[N:12])[CH:9]=2)[CH2:4][CH2:3][NH:2]1.C(N(CC)CC)C.Br[CH2:21][CH2:22][CH2:23][CH3:24]. (4) Reactant: [N:1]([CH:4]([CH2:10][CH2:11][CH2:12][CH2:13][N:14]=[C:15]=[O:16])[C:5]([O:7][CH2:8][CH3:9])=[O:6])=[C:2]=[O:3].[CH2:17]([OH:20])[C:18]#[CH:19].[C:21]([O-])(=[O:33])[CH2:22][CH2:23]CCCCCCCCC.[C:21]([O-])(=[O:33])[CH2:22][CH2:23]CCCCCCCCC.C([Sn+2]CCCC)CCC.[O-2].[Al+3].[O-2].[O-2].[Al+3]. The catalyst class is: 2. Product: [CH2:17]([O:20][C:2]([NH:1][C@@H:4]([CH2:10][CH2:11][CH2:12][CH2:13][NH:14][C:15]([O:33][CH2:21][C:22]#[CH:23])=[O:16])[C:5]([O:7][CH2:8][CH3:9])=[O:6])=[O:3])[C:18]#[CH:19]. (5) Reactant: [CH2:1]([O:5][C:6]([N:8]1[CH2:13][CH2:12][N:11]([C:14](=[O:31])[CH2:15][NH:16][C:17]([C:19]2[CH:23]=[C:22]([OH:24])[N:21]([C:25]3[CH:30]=[CH:29][CH:28]=[CH:27][CH:26]=3)[N:20]=2)=[O:18])[CH2:10][CH2:9]1)=[O:7])[CH2:2][CH2:3][CH3:4].[CH2:32]([O:39][C:40](=[O:44])[C@@H:41](Br)[CH3:42])[C:33]1[CH:38]=[CH:37][CH:36]=[CH:35][CH:34]=1.C(=O)([O-])[O-].[Cs+].[Cs+]. Product: [CH2:1]([O:5][C:6]([N:8]1[CH2:9][CH2:10][N:11]([C:14](=[O:31])[CH2:15][NH:16][C:17]([C:19]2[CH:23]=[C:22]([O:24][C@@H:41]([C:40]([O:39][CH2:32][C:33]3[CH:38]=[CH:37][CH:36]=[CH:35][CH:34]=3)=[O:44])[CH3:42])[N:21]([C:25]3[CH:30]=[CH:29][CH:28]=[CH:27][CH:26]=3)[N:20]=2)=[O:18])[CH2:12][CH2:13]1)=[O:7])[CH2:2][CH2:3][CH3:4]. The catalyst class is: 39. (6) Reactant: [OH:1][CH2:2][CH2:3][C:4]1([OH:8])[CH2:7][O:6][CH2:5]1.N1C=CC=CC=1.[S:15](Cl)([C:18]1[CH:24]=[CH:23][C:21]([CH3:22])=[CH:20][CH:19]=1)(=[O:17])=[O:16]. Product: [CH3:22][C:21]1[CH:23]=[CH:24][C:18]([S:15]([O:1][CH2:2][CH2:3][C:4]2([OH:8])[CH2:7][O:6][CH2:5]2)(=[O:17])=[O:16])=[CH:19][CH:20]=1. The catalyst class is: 808. (7) Reactant: [Br:1][C:2]1[CH:9]=[C:6]([CH:7]=[O:8])[C:5]([OH:10])=[CH:4][CH:3]=1.C([O-])([O-])=O.[K+].[K+].[Br:17][CH2:18][CH2:19]Br.[NH4+].[Cl-]. Product: [Br:1][C:2]1[CH:3]=[CH:4][C:5]([O:10][CH2:19][CH2:18][Br:17])=[C:6]([CH:9]=1)[CH:7]=[O:8]. The catalyst class is: 3.